Dataset: NCI-60 drug combinations with 297,098 pairs across 59 cell lines. Task: Regression. Given two drug SMILES strings and cell line genomic features, predict the synergy score measuring deviation from expected non-interaction effect. (1) Drug 1: CC1C(C(=O)NC(C(=O)N2CCCC2C(=O)N(CC(=O)N(C(C(=O)O1)C(C)C)C)C)C(C)C)NC(=O)C3=C4C(=C(C=C3)C)OC5=C(C(=O)C(=C(C5=N4)C(=O)NC6C(OC(=O)C(N(C(=O)CN(C(=O)C7CCCN7C(=O)C(NC6=O)C(C)C)C)C)C(C)C)C)N)C. Drug 2: C1=NC(=NC(=O)N1C2C(C(C(O2)CO)O)O)N. Cell line: U251. Synergy scores: CSS=14.9, Synergy_ZIP=-12.6, Synergy_Bliss=-15.3, Synergy_Loewe=-53.3, Synergy_HSA=-13.9. (2) Drug 1: CCC1(C2=C(COC1=O)C(=O)N3CC4=CC5=C(C=CC(=C5CN(C)C)O)N=C4C3=C2)O.Cl. Drug 2: CC1CCCC2(C(O2)CC(NC(=O)CC(C(C(=O)C(C1O)C)(C)C)O)C(=CC3=CSC(=N3)C)C)C. Cell line: A498. Synergy scores: CSS=21.6, Synergy_ZIP=-2.71, Synergy_Bliss=-6.03, Synergy_Loewe=-22.1, Synergy_HSA=-10.4. (3) Drug 1: CCC1=CC2CC(C3=C(CN(C2)C1)C4=CC=CC=C4N3)(C5=C(C=C6C(=C5)C78CCN9C7C(C=CC9)(C(C(C8N6C)(C(=O)OC)O)OC(=O)C)CC)OC)C(=O)OC.C(C(C(=O)O)O)(C(=O)O)O. Drug 2: C1CN1P(=S)(N2CC2)N3CC3. Cell line: MOLT-4. Synergy scores: CSS=82.5, Synergy_ZIP=-3.14, Synergy_Bliss=-3.50, Synergy_Loewe=-3.50, Synergy_HSA=-1.02. (4) Cell line: UACC-257. Drug 1: C1CC(=O)NC(=O)C1N2CC3=C(C2=O)C=CC=C3N. Drug 2: COCCOC1=C(C=C2C(=C1)C(=NC=N2)NC3=CC=CC(=C3)C#C)OCCOC.Cl. Synergy scores: CSS=1.89, Synergy_ZIP=-0.0431, Synergy_Bliss=1.63, Synergy_Loewe=1.80, Synergy_HSA=1.23. (5) Drug 1: CC12CCC(CC1=CCC3C2CCC4(C3CC=C4C5=CN=CC=C5)C)O. Drug 2: CC1=C(C=C(C=C1)NC(=O)C2=CC=C(C=C2)CN3CCN(CC3)C)NC4=NC=CC(=N4)C5=CN=CC=C5. Cell line: CCRF-CEM. Synergy scores: CSS=16.1, Synergy_ZIP=0.253, Synergy_Bliss=4.44, Synergy_Loewe=2.40, Synergy_HSA=2.38. (6) Drug 1: CNC(=O)C1=CC=CC=C1SC2=CC3=C(C=C2)C(=NN3)C=CC4=CC=CC=N4. Drug 2: CC1=C(C=C(C=C1)C(=O)NC2=CC(=CC(=C2)C(F)(F)F)N3C=C(N=C3)C)NC4=NC=CC(=N4)C5=CN=CC=C5. Cell line: MOLT-4. Synergy scores: CSS=14.2, Synergy_ZIP=4.70, Synergy_Bliss=4.41, Synergy_Loewe=-13.2, Synergy_HSA=-1.28. (7) Drug 1: CC1C(C(CC(O1)OC2CC(OC(C2O)C)OC3=CC4=CC5=C(C(=O)C(C(C5)C(C(=O)C(C(C)O)O)OC)OC6CC(C(C(O6)C)O)OC7CC(C(C(O7)C)O)OC8CC(C(C(O8)C)O)(C)O)C(=C4C(=C3C)O)O)O)O. Drug 2: C1CCC(C(C1)N)N.C(=O)(C(=O)[O-])[O-].[Pt+4]. Cell line: HT29. Synergy scores: CSS=55.8, Synergy_ZIP=0.980, Synergy_Bliss=0.244, Synergy_Loewe=-10.3, Synergy_HSA=2.78. (8) Drug 1: CCC1(C2=C(COC1=O)C(=O)N3CC4=CC5=C(C=CC(=C5CN(C)C)O)N=C4C3=C2)O.Cl. Drug 2: N.N.Cl[Pt+2]Cl. Cell line: SN12C. Synergy scores: CSS=62.6, Synergy_ZIP=-7.97, Synergy_Bliss=-2.40, Synergy_Loewe=-1.15, Synergy_HSA=2.51. (9) Drug 1: CC=C1C(=O)NC(C(=O)OC2CC(=O)NC(C(=O)NC(CSSCCC=C2)C(=O)N1)C(C)C)C(C)C. Drug 2: CC1C(C(CC(O1)OC2CC(CC3=C2C(=C4C(=C3O)C(=O)C5=C(C4=O)C(=CC=C5)OC)O)(C(=O)CO)O)N)O.Cl. Cell line: SR. Synergy scores: CSS=79.6, Synergy_ZIP=-2.26, Synergy_Bliss=-1.85, Synergy_Loewe=-0.501, Synergy_HSA=0.908.